Predict the reactants needed to synthesize the given product. From a dataset of Full USPTO retrosynthesis dataset with 1.9M reactions from patents (1976-2016). (1) Given the product [CH3:1][C:2]1([CH3:33])[N:6]([CH2:7][C:8]2[CH:13]=[CH:12][N:11]=[C:10]([S:14][CH3:17])[N:9]=2)[C:5](=[O:18])[N:4]([C:19]2[CH:24]=[CH:23][C:22]([S:25][C:28]([F:31])([F:30])[F:29])=[CH:21][CH:20]=2)[C:3]1=[O:32], predict the reactants needed to synthesize it. The reactants are: [CH3:1][C:2]1([CH3:33])[N:6]([CH2:7][C:8]2[CH:13]=[CH:12][N:11]=[C:10]([S:14]([CH3:17])(=O)=O)[N:9]=2)[C:5](=[O:18])[N:4]([C:19]2[CH:24]=[CH:23][C:22]([S:25]([C:28]([F:31])([F:30])[F:29])(=O)=O)=[CH:21][CH:20]=2)[C:3]1=[O:32].[H-].[Na+].BrCC1C=CN=C(SC)N=1. (2) The reactants are: [C:1]([C:4]1[S:8][C:7]([N:9]([C:13]2[CH:17]=[CH:16][N:15]([C:18](=[O:20])[CH3:19])[N:14]=2)C(=O)C)=[N:6][C:5]=1[CH3:21])(=[O:3])[CH3:2].[BrH:22].BrBr. Given the product [BrH:22].[C:18]([N:15]1[CH:16]=[CH:17][C:13]([NH:9][C:7]2[S:8][C:4]([C:1](=[O:3])[CH2:2][Br:22])=[C:5]([CH3:21])[N:6]=2)=[N:14]1)(=[O:20])[CH3:19], predict the reactants needed to synthesize it.